From a dataset of Reaction yield outcomes from USPTO patents with 853,638 reactions. Predict the reaction yield, written as a fraction of the theoretical maximum amount of product (1.0 means a 100% yield; for example, 0.34 means a 34% yield). (1) The reactants are [CH2:1]([Li])CCC.[CH:6]1([NH:9][C:10](=[O:45])[C:11]2[CH:16]=[CH:15][C:14]([C:17]3[N:21]4[N:22]=[C:23]([C:33](=O)[C:34]5[CH:39]=[CH:38][C:37]([O:40][CH3:41])=[C:36]([F:42])[CH:35]=5)[CH:24]=[C:25]([NH:26][CH2:27][CH2:28][C:29]([F:32])([F:31])[F:30])[C:20]4=[N:19][CH:18]=3)=[CH:13][C:12]=2[CH3:44])[CH2:8][CH2:7]1.O. The catalyst is [Br-].C[P+](C1C=CC=CC=1)(C1C=CC=CC=1)C1C=CC=CC=1.O1CCCC1. The product is [CH:6]1([NH:9][C:10](=[O:45])[C:11]2[CH:16]=[CH:15][C:14]([C:17]3[N:21]4[N:22]=[C:23]([C:33]([C:34]5[CH:39]=[CH:38][C:37]([O:40][CH3:41])=[C:36]([F:42])[CH:35]=5)=[CH2:1])[CH:24]=[C:25]([NH:26][CH2:27][CH2:28][C:29]([F:31])([F:32])[F:30])[C:20]4=[N:19][CH:18]=3)=[CH:13][C:12]=2[CH3:44])[CH2:8][CH2:7]1. The yield is 0.810. (2) The reactants are [CH2:1]([O:8][CH2:9][C@@:10]12[CH2:22][CH2:21][CH2:20][N:11]1[C@@H:12](C(Cl)(Cl)Cl)[O:13][C:14]2=[O:15])[C:2]1[CH:7]=[CH:6][CH:5]=[CH:4][CH:3]=1.C[O-].[Na+].C(Cl)(=O)C. The catalyst is CO. The product is [CH3:12][O:13][C:14]([C@:10]1([CH2:9][O:8][CH2:1][C:2]2[CH:3]=[CH:4][CH:5]=[CH:6][CH:7]=2)[CH2:22][CH2:21][CH2:20][NH:11]1)=[O:15]. The yield is 0.870. (3) The reactants are [Cl:1][C:2]1[C:3]2[C:17]([I:18])=[CH:16][N:15]([C@@H:19]3[O:34][C@H:33]([CH2:35][O:36]CC4C=CC(Cl)=CC=4Cl)[C@@H:22]([O:23]CC4C=CC(Cl)=CC=4Cl)[C@@:20]3([CH3:46])[OH:21])[C:4]=2[N:5]=[C:6]([NH:8][C:9](=[O:14])[C:10]([CH3:13])([CH3:12])[CH3:11])[N:7]=1.B(Cl)(Cl)Cl. The catalyst is C(Cl)Cl. The product is [Cl:1][C:2]1[C:3]2[C:17]([I:18])=[CH:16][N:15]([C@@H:19]3[O:34][C@H:33]([CH2:35][OH:36])[C@@H:22]([OH:23])[C@@:20]3([CH3:46])[OH:21])[C:4]=2[N:5]=[C:6]([NH:8][C:9](=[O:14])[C:10]([CH3:12])([CH3:13])[CH3:11])[N:7]=1. The yield is 0.800. (4) The reactants are [CH3:1][N:2]1[C:6]2[CH:7]=[CH:8][C:9]([N+:11]([O-:13])=[O:12])=[CH:10][C:5]=2[N:4]=[C:3]1[NH:14][C:15]1[CH:20]=[CH:19][CH:18]=[CH:17][CH:16]=1.C(=O)([O-])[O-].[Cs+].[Cs+].[C:27](O[C:27]([O:29][C:30]([CH3:33])([CH3:32])[CH3:31])=[O:28])([O:29][C:30]([CH3:33])([CH3:32])[CH3:31])=[O:28]. The catalyst is C1COCC1.O. The product is [CH3:1][N:2]1[C:6]2[CH:7]=[CH:8][C:9]([N+:11]([O-:13])=[O:12])=[CH:10][C:5]=2[N:4]=[C:3]1[N:14]([C:15]1[CH:16]=[CH:17][CH:18]=[CH:19][CH:20]=1)[C:27](=[O:28])[O:29][C:30]([CH3:33])([CH3:32])[CH3:31]. The yield is 0.410. (5) The product is [CH2:30]([C:22]1[C:23]([O:28][CH3:29])=[CH:24][C:25]2[O:26][CH2:27][C:11]3[C:10]([C:8]([N:1]4[CH2:7][CH2:6][CH2:5][N:4]([C:51]([CH:47]5[CH2:48][CH2:49][CH2:50][O:46]5)=[O:52])[CH2:3][CH2:2]4)=[O:9])=[N:14][N:13]([C:15]4[CH:19]=[CH:18][S:17][CH:16]=4)[C:12]=3[C:20]=2[CH:21]=1)[CH:31]([CH3:33])[CH3:32]. The reactants are [N:1]1([C:8]([C:10]2[C:11]3[CH2:27][O:26][C:25]4[CH:24]=[C:23]([O:28][CH3:29])[C:22]([CH2:30][CH:31]([CH3:33])[CH3:32])=[CH:21][C:20]=4[C:12]=3[N:13]([C:15]3[CH:19]=[CH:18][S:17][CH:16]=3)[N:14]=2)=[O:9])[CH2:7][CH2:6][CH2:5][NH:4][CH2:3][CH2:2]1.C(Cl)Cl.C(N(CC)C(C)C)(C)C.[O:46]1[CH2:50][CH2:49][CH2:48][CH:47]1[C:51](O)=[O:52].C(P1(=O)OP(=O)(CCC)OP(=O)(CCC)O1)CC. No catalyst specified. The yield is 0.300. (6) The reactants are CC1(C)C(C)(C)OB([C:9]2[CH2:14][CH2:13][CH:12]([C:15]([O:17][CH2:18][CH3:19])=[O:16])[CH2:11][CH:10]=2)O1.Cl[C:22]1[C:31]([C:32]([F:35])([F:34])[F:33])=[N:30][C:29]2[C:24](=[CH:25][CH:26]=[C:27]([O:36][CH3:37])[CH:28]=2)[N:23]=1. No catalyst specified. The product is [CH3:37][O:36][C:27]1[CH:28]=[C:29]2[C:24](=[CH:25][CH:26]=1)[N:23]=[C:22]([C:9]1[CH2:14][CH2:13][CH:12]([C:15]([O:17][CH2:18][CH3:19])=[O:16])[CH2:11][CH:10]=1)[C:31]([C:32]([F:35])([F:33])[F:34])=[N:30]2. The yield is 0.550. (7) The reactants are Br[C:2]1[C:7]2[S:8][C:9]([C:11]3[C:16]([Cl:17])=[CH:15][CH:14]=[CH:13][C:12]=3[Cl:18])=[N:10][C:6]=2[CH:5]=[CH:4][N:3]=1.[NH:19]1[CH:23]=[C:22]([NH2:24])[CH:21]=[N:20]1.CC1(C)C2C(=C(P(C3C=CC=CC=3)C3C=CC=CC=3)C=CC=2)OC2C(P(C3C=CC=CC=3)C3C=CC=CC=3)=CC=CC1=2.C([O-])([O-])=O.[Cs+].[Cs+]. The catalyst is O1CCOCC1.C1C=CC(/C=C/C(/C=C/C2C=CC=CC=2)=O)=CC=1.C1C=CC(/C=C/C(/C=C/C2C=CC=CC=2)=O)=CC=1.C1C=CC(/C=C/C(/C=C/C2C=CC=CC=2)=O)=CC=1.[Pd].[Pd]. The product is [Cl:18][C:12]1[CH:13]=[CH:14][CH:15]=[C:16]([Cl:17])[C:11]=1[C:9]1[S:8][C:7]2[C:2]([NH:24][C:22]3[CH:23]=[N:19][NH:20][CH:21]=3)=[N:3][CH:4]=[CH:5][C:6]=2[N:10]=1. The yield is 0.200. (8) The reactants are C(N1C2C(=CC(NC([NH:20][C:21]3[CH:26]=[CH:25][CH:24]=[C:23]([O:27][CH:28]([CH3:30])[CH3:29])[CH:22]=3)=O)=CC=2)C(=O)N1)C1C=CC=CC=1.C(N1C2C(=CC([N+]([O-])=O)=CC=2)C(=O)N1)C1C=CC=CC=1. No catalyst specified. The product is [CH:28]([O:27][C:23]1[CH:22]=[C:21]([CH:26]=[CH:25][CH:24]=1)[NH2:20])([CH3:30])[CH3:29]. The yield is 0.470. (9) The reactants are [Cl:1][C:2]1[CH:3]=[C:4]2[C:12](=[CH:13][CH:14]=1)[NH:11][C:10]1[CH2:9][CH2:8][CH:7]([C:15]([NH2:17])=O)[CH2:6][C:5]2=1.[H-].[Al+3].[Li+].[H-].[H-].[H-].O. The catalyst is C1COCC1. The product is [Cl:1][C:2]1[CH:3]=[C:4]2[C:12](=[CH:13][CH:14]=1)[NH:11][C:10]1[CH2:9][CH2:8][CH:7]([CH2:15][NH2:17])[CH2:6][C:5]2=1. The yield is 0.520. (10) The reactants are [BrH:1].[CH3:2][C:3]([C:6]1[O:10][C:9]([CH2:11][S:12][C:13]2[S:17][C:16]([NH:18][C:19]([CH:21]3[CH2:26][CH2:25][NH:24][CH2:23][CH2:22]3)=[O:20])=[N:15][CH:14]=2)=[N:8][CH:7]=1)([CH3:5])[CH3:4]. The catalyst is CCO. The product is [BrH:1].[CH3:5][C:3]([C:6]1[O:10][C:9]([CH2:11][S:12][C:13]2[S:17][C:16]([NH:18][C:19]([CH:21]3[CH2:22][CH2:23][NH:24][CH2:25][CH2:26]3)=[O:20])=[N:15][CH:14]=2)=[N:8][CH:7]=1)([CH3:2])[CH3:4]. The yield is 0.720.